Dataset: NCI-60 drug combinations with 297,098 pairs across 59 cell lines. Task: Regression. Given two drug SMILES strings and cell line genomic features, predict the synergy score measuring deviation from expected non-interaction effect. (1) Drug 1: CCCS(=O)(=O)NC1=C(C(=C(C=C1)F)C(=O)C2=CNC3=C2C=C(C=N3)C4=CC=C(C=C4)Cl)F. Drug 2: CC1=C(C(=CC=C1)Cl)NC(=O)C2=CN=C(S2)NC3=CC(=NC(=N3)C)N4CCN(CC4)CCO. Cell line: SNB-75. Synergy scores: CSS=13.2, Synergy_ZIP=-3.57, Synergy_Bliss=-0.234, Synergy_Loewe=-35.9, Synergy_HSA=-1.60. (2) Drug 1: CC1=C(C(=O)C2=C(C1=O)N3CC4C(C3(C2COC(=O)N)OC)N4)N. Drug 2: C1C(C(OC1N2C=NC(=NC2=O)N)CO)O. Cell line: NCI-H322M. Synergy scores: CSS=22.1, Synergy_ZIP=-5.76, Synergy_Bliss=2.44, Synergy_Loewe=1.29, Synergy_HSA=3.20. (3) Drug 1: CC1=C(C=C(C=C1)NC(=O)C2=CC=C(C=C2)CN3CCN(CC3)C)NC4=NC=CC(=N4)C5=CN=CC=C5. Cell line: HOP-92. Drug 2: C1CN1C2=NC(=NC(=N2)N3CC3)N4CC4. Synergy scores: CSS=27.6, Synergy_ZIP=-8.01, Synergy_Bliss=-0.250, Synergy_Loewe=-8.57, Synergy_HSA=0.424. (4) Drug 1: CC1=C(C(=CC=C1)Cl)NC(=O)C2=CN=C(S2)NC3=CC(=NC(=N3)C)N4CCN(CC4)CCO. Drug 2: CC(C)CN1C=NC2=C1C3=CC=CC=C3N=C2N. Cell line: SK-MEL-5. Synergy scores: CSS=3.52, Synergy_ZIP=-1.65, Synergy_Bliss=-0.605, Synergy_Loewe=-0.899, Synergy_HSA=-1.23. (5) Drug 1: CC1=C(C(CCC1)(C)C)C=CC(=CC=CC(=CC(=O)O)C)C. Drug 2: CN(C(=O)NC(C=O)C(C(C(CO)O)O)O)N=O. Cell line: RPMI-8226. Synergy scores: CSS=48.4, Synergy_ZIP=-0.362, Synergy_Bliss=-3.18, Synergy_Loewe=-51.1, Synergy_HSA=-1.70.